From a dataset of NCI-60 drug combinations with 297,098 pairs across 59 cell lines. Regression. Given two drug SMILES strings and cell line genomic features, predict the synergy score measuring deviation from expected non-interaction effect. Drug 1: CC1OCC2C(O1)C(C(C(O2)OC3C4COC(=O)C4C(C5=CC6=C(C=C35)OCO6)C7=CC(=C(C(=C7)OC)O)OC)O)O. Drug 2: CC1C(C(=O)NC(C(=O)N2CCCC2C(=O)N(CC(=O)N(C(C(=O)O1)C(C)C)C)C)C(C)C)NC(=O)C3=C4C(=C(C=C3)C)OC5=C(C(=O)C(=C(C5=N4)C(=O)NC6C(OC(=O)C(N(C(=O)CN(C(=O)C7CCCN7C(=O)C(NC6=O)C(C)C)C)C)C(C)C)C)N)C. Cell line: OVCAR-4. Synergy scores: CSS=1.72, Synergy_ZIP=0.890, Synergy_Bliss=3.82, Synergy_Loewe=3.33, Synergy_HSA=3.35.